Dataset: Catalyst prediction with 721,799 reactions and 888 catalyst types from USPTO. Task: Predict which catalyst facilitates the given reaction. (1) Reactant: [C:1]([O:5][C:6](=[O:22])[NH:7][C:8]1[CH:13]=[C:12](Cl)[C:11]([C:15]([F:18])([F:17])[F:16])=[CH:10][C:9]=1[N+:19]([O-:21])=[O:20])([CH3:4])([CH3:3])[CH3:2].[C:23](=O)([O-])[O-].[K+].[K+].CB1OB(C)OB(C)O1. Product: [C:1]([O:5][C:6](=[O:22])[NH:7][C:8]1[CH:13]=[C:12]([CH3:23])[C:11]([C:15]([F:18])([F:17])[F:16])=[CH:10][C:9]=1[N+:19]([O-:21])=[O:20])([CH3:4])([CH3:3])[CH3:2]. The catalyst class is: 70. (2) Reactant: [H][H].[CH3:3][C:4]1[NH:8][N:7]([C:9]2[CH:14]=[CH:13][C:12]([N+:15]([O-])=O)=[C:11]([CH3:18])[CH:10]=2)[C:6](=[O:19])[CH:5]=1. Product: [NH2:15][C:12]1[CH:13]=[CH:14][C:9]([N:7]2[C:6](=[O:19])[CH:5]=[C:4]([CH3:3])[NH:8]2)=[CH:10][C:11]=1[CH3:18]. The catalyst class is: 304. (3) Reactant: Cl.[NH2:2][C@@H:3]([CH2:33][CH:34]([CH3:36])[CH3:35])[C:4]([NH:6][C@@H:7]([CH3:32])[C:8]([N:10]1[CH2:14][C@H:13]([OH:15])[CH2:12][C@H:11]1[C:16]([NH:18][CH2:19][C:20]1[CH:25]=[CH:24][C:23]([C:26]2[S:30][CH:29]=[N:28][C:27]=2[CH3:31])=[CH:22][CH:21]=1)=[O:17])=[O:9])=[O:5].[CH3:37][O:38][CH2:39][C:40](O)=[O:41].CCN(C(C)C)C(C)C.CN(C(ON1N=NC2C=CC=NC1=2)=[N+](C)C)C.F[P-](F)(F)(F)(F)F. Product: [OH:15][C@H:13]1[CH2:14][N:10]([C:8](=[O:9])[C@@H:7]([NH:6][C:4](=[O:5])[C@@H:3]([NH:2][C:40](=[O:41])[CH2:39][O:38][CH3:37])[CH2:33][CH:34]([CH3:36])[CH3:35])[CH3:32])[C@H:11]([C:16]([NH:18][CH2:19][C:20]2[CH:25]=[CH:24][C:23]([C:26]3[S:30][CH:29]=[N:28][C:27]=3[CH3:31])=[CH:22][CH:21]=2)=[O:17])[CH2:12]1. The catalyst class is: 3. (4) Reactant: [OH-:1].[Na+].[OH:3][CH2:4][C:5]1[CH:10]=[CH:9][C:8]([C:11]#[C:12][C:13]2[O:17][N:16]=[C:15]([CH2:18][CH2:19][C:20]([CH3:30])([S:26]([CH3:29])(=[O:28])=[O:27])[C:21](OCC)=[O:22])[CH:14]=2)=[CH:7][CH:6]=1.[NH2:31]O.C1COCC1. Product: [OH:1][NH:31][C:21](=[O:22])[C:20]([CH3:30])([S:26]([CH3:29])(=[O:28])=[O:27])[CH2:19][CH2:18][C:15]1[CH:14]=[C:13]([C:12]#[C:11][C:8]2[CH:9]=[CH:10][C:5]([CH2:4][OH:3])=[CH:6][CH:7]=2)[O:17][N:16]=1. The catalyst class is: 5. (5) Reactant: [CH2:1]([N:8]1[CH2:12][C@@H:11]([C:13]2[CH:18]=[CH:17][C:16]([Cl:19])=[C:15]([Cl:20])[CH:14]=2)[C@H:10]([NH:21][CH3:22])[CH2:9]1)[C:2]1[CH:7]=[CH:6][CH:5]=[CH:4][CH:3]=1.CCN(C(C)C)C(C)C.Cl[C:33]([O:35][C:36]1[CH:41]=[CH:40][C:39]([F:42])=[CH:38][CH:37]=1)=[O:34]. Product: [F:42][C:39]1[CH:40]=[CH:41][C:36]([O:35][C:33](=[O:34])[N:21]([C@H:10]2[C@H:11]([C:13]3[CH:18]=[CH:17][C:16]([Cl:19])=[C:15]([Cl:20])[CH:14]=3)[CH2:12][N:8]([CH2:1][C:2]3[CH:7]=[CH:6][CH:5]=[CH:4][CH:3]=3)[CH2:9]2)[CH3:22])=[CH:37][CH:38]=1. The catalyst class is: 2.